This data is from Full USPTO retrosynthesis dataset with 1.9M reactions from patents (1976-2016). The task is: Predict the reactants needed to synthesize the given product. (1) Given the product [CH2:1]([O:8][C@@H:9]1[C@@H:21]([O:22][CH2:23][C:24]2[CH:29]=[CH:28][CH:27]=[CH:26][CH:25]=2)[C@H:20]([O:30][CH2:31][C:32]2[CH:37]=[CH:36][CH:35]=[CH:34][CH:33]=2)[C@@H:19]([CH2:38][O:39][C:42](=[O:43])[CH2:41][Br:40])[O:18][C@H:10]1[S:11][C:12]1[CH:13]=[CH:14][CH:15]=[CH:16][CH:17]=1)[C:2]1[CH:7]=[CH:6][CH:5]=[CH:4][CH:3]=1, predict the reactants needed to synthesize it. The reactants are: [CH2:1]([O:8][C@@H:9]1[C@@H:21]([O:22][CH2:23][C:24]2[CH:29]=[CH:28][CH:27]=[CH:26][CH:25]=2)[C@H:20]([O:30][CH2:31][C:32]2[CH:37]=[CH:36][CH:35]=[CH:34][CH:33]=2)[C@@H:19]([CH2:38][OH:39])[O:18][C@H:10]1[S:11][C:12]1[CH:17]=[CH:16][CH:15]=[CH:14][CH:13]=1)[C:2]1[CH:7]=[CH:6][CH:5]=[CH:4][CH:3]=1.[Br:40][CH2:41][C:42](O)=[O:43].C1CCC(N=C=NC2CCCCC2)CC1. (2) Given the product [Cl:36][C:37]1[CH:38]=[CH:39][C:40]([N:43]2[CH2:48][CH2:47][N:46]([CH2:2][C:3]3[CH:12]=[N:11][C:10]4[N:9]5[CH2:13][CH2:14][CH2:15][CH2:16][CH:8]5[C:7](=[O:17])[NH:6][C:5]=4[CH:4]=3)[CH2:45][CH2:44]2)=[CH:41][CH:42]=1, predict the reactants needed to synthesize it. The reactants are: O[CH2:2][C:3]1[CH:12]=[N:11][C:10]2[N:9]3[CH2:13][CH2:14][CH2:15][CH2:16][CH:8]3[C:7](=[O:17])[NH:6][C:5]=2[CH:4]=1.[I-].C(C[P+](C)(C)C)#N.C(N(C(C)C)C(C)C)C.Cl.[Cl:36][C:37]1[CH:42]=[CH:41][C:40]([N:43]2[CH2:48][CH2:47][NH:46][CH2:45][CH2:44]2)=[CH:39][CH:38]=1.